This data is from Catalyst prediction with 721,799 reactions and 888 catalyst types from USPTO. The task is: Predict which catalyst facilitates the given reaction. (1) Reactant: [NH2:1][C:2]1[CH:3]=[CH:4][C:5]([O:8][C:9]2[CH:14]=[CH:13][C:12]([CH2:15][C:16]([O:18][CH3:19])=[O:17])=[CH:11][CH:10]=2)=[N:6][CH:7]=1.[Cl:20][C:21]1[CH:22]=[C:23]([N:28]=[C:29]=[O:30])[CH:24]=[CH:25][C:26]=1[Cl:27].C(OC(C)C)(C)C. Product: [Cl:20][C:21]1[CH:22]=[C:23]([NH:28][C:29](=[O:30])[NH:1][C:2]2[CH:3]=[CH:4][C:5]([O:8][C:9]3[CH:14]=[CH:13][C:12]([CH2:15][C:16]([O:18][CH3:19])=[O:17])=[CH:11][CH:10]=3)=[N:6][CH:7]=2)[CH:24]=[CH:25][C:26]=1[Cl:27]. The catalyst class is: 4. (2) Reactant: [NH:1]([C:3]1[CH:12]=[C:11]2[C:6]([CH2:7][CH2:8][NH:9][C:10]2=[O:13])=[CH:5][CH:4]=1)[NH2:2].[CH3:14][C:15]([CH3:22])([CH3:21])[C:16](=O)[CH2:17][C:18]#[N:19].[ClH:23]. Product: [ClH:23].[NH2:19][C:18]1[N:1]([C:3]2[CH:12]=[C:11]3[C:6]([CH2:7][CH2:8][NH:9][C:10]3=[O:13])=[CH:5][CH:4]=2)[N:2]=[C:16]([C:15]([CH3:22])([CH3:21])[CH3:14])[CH:17]=1. The catalyst class is: 8. (3) Reactant: II.Br[CH2:4][CH2:5][CH:6]=[CH2:7].[Br:8][C:9]1[CH:14]=[CH:13][C:12]([C:15]([F:18])([F:17])[F:16])=[CH:11][C:10]=1/[CH:19]=[N:20]/[S:21]([C:23]([CH3:26])([CH3:25])[CH3:24])=[O:22]. Product: [Br:8][C:9]1[CH:14]=[CH:13][C:12]([C:15]([F:18])([F:17])[F:16])=[CH:11][C:10]=1[C@@H:19]([NH:20][S:21]([C:23]([CH3:26])([CH3:25])[CH3:24])=[O:22])[CH2:7][CH2:6][CH:5]=[CH2:4]. The catalyst class is: 1. (4) Reactant: Cl[CH2:2][C:3]1[N:4]=[C:5]([C:8]2[CH:13]=[CH:12][CH:11]=[CH:10][CH:9]=2)[O:6][CH:7]=1.[OH:14][C:15]1[CH:41]=[CH:40][C:18]([C:19]([C:21]2[CH:37]=[CH:36][C:35]([O:38][CH3:39])=[CH:34][C:22]=2[O:23][C:24]([CH3:33])([CH3:32])[C:25]([O:27]C(C)(C)C)=[O:26])=[O:20])=[CH:17][CH:16]=1.C(=O)([O-])[O-].[K+].[K+].CN(C)C=O. Product: [CH3:39][O:38][C:35]1[CH:36]=[CH:37][C:21]([C:19](=[O:20])[C:18]2[CH:17]=[CH:16][C:15]([O:14][CH2:2][C:3]3[N:4]=[C:5]([C:8]4[CH:13]=[CH:12][CH:11]=[CH:10][CH:9]=4)[O:6][CH:7]=3)=[CH:41][CH:40]=2)=[C:22]([CH:34]=1)[O:23][C:24]([CH3:33])([CH3:32])[C:25]([OH:27])=[O:26]. The catalyst class is: 6. (5) Reactant: [NH2:1][CH2:2][CH:3]([OH:31])[CH2:4][O:5][C:6]1[C:11]([CH3:12])=[CH:10][C:9]([C:13]2[O:17][N:16]=[C:15]([C:18]3[CH:23]=[C:22]([CH3:24])[N:21]=[C:20]([NH:25][CH:26]([CH3:28])[CH3:27])[N:19]=3)[N:14]=2)=[CH:8][C:7]=1[CH2:29][CH3:30].[C:32](O)(=[O:35])[CH2:33][OH:34].C1C=CC2N(O)N=NC=2C=1.CCN=C=NCCCN(C)C.Cl. The catalyst class is: 634. Product: [CH2:29]([C:7]1[CH:8]=[C:9]([C:13]2[O:17][N:16]=[C:15]([C:18]3[CH:23]=[C:22]([CH3:24])[N:21]=[C:20]([NH:25][CH:26]([CH3:27])[CH3:28])[N:19]=3)[N:14]=2)[CH:10]=[C:11]([CH3:12])[C:6]=1[O:5][CH2:4][C@@H:3]([OH:31])[CH2:2][NH:1][C:33](=[O:34])[CH2:32][OH:35])[CH3:30].